From a dataset of Forward reaction prediction with 1.9M reactions from USPTO patents (1976-2016). Predict the product of the given reaction. (1) Given the reactants [CH:1]1[C:13]2[C:12](=[CH:14][C:15]([NH:17][CH2:18][C:19]([OH:21])=O)=[O:16])[C:11]3[C:6](=[CH:7][CH:8]=[CH:9][CH:10]=3)[C:5]=2[CH:4]=[CH:3][CH:2]=1.Cl.C(N=C=NCCCN(C)C)C.O[C:35]1[C:43]2[N:42]=N[NH:40][C:39]=2[CH:38]=[CH:37][CH:36]=1.C(N(CC)CC)C.C1(N)C=CC=CC=1N, predict the reaction product. The product is: [CH:1]1[C:13]2[C:12](=[CH:14][C:15]([NH:17][CH2:18][C:19]([NH:40][C:39]3[CH:38]=[CH:37][CH:36]=[CH:35][C:43]=3[NH2:42])=[O:21])=[O:16])[C:11]3[C:6](=[CH:7][CH:8]=[CH:9][CH:10]=3)[C:5]=2[CH:4]=[CH:3][CH:2]=1. (2) Given the reactants C(N(CC)CC)C.[CH:8]([C:10]1[C:18]2[C:13](=[CH:14][C:15]([C:19]([O:21][CH3:22])=[O:20])=[CH:16][CH:17]=2)[N:12](C(OC(C)(C)C)=O)[CH:11]=1)=[O:9].[CH:30](=[N:37][C:38]1[CH:43]=[CH:42][CH:41]=[C:40]([O:44][CH3:45])[CH:39]=1)[C:31]1[CH:36]=[CH:35][CH:34]=[CH:33][CH:32]=1, predict the reaction product. The product is: [CH3:45][O:44][C:40]1[CH:39]=[C:38]([NH:37][CH:30]([C:31]2[CH:36]=[CH:35][CH:34]=[CH:33][CH:32]=2)[C:8]([C:10]2[C:18]3[C:13](=[CH:14][C:15]([C:19]([O:21][CH3:22])=[O:20])=[CH:16][CH:17]=3)[NH:12][CH:11]=2)=[O:9])[CH:43]=[CH:42][CH:41]=1. (3) The product is: [O:3]1[C:8]2=[CH:9][CH:10]=[CH:11][C:7]2=[CH:6][C:5]([CH:12]2[CH2:17][CH2:16][CH2:15][CH2:14][N:13]2[CH2:18][CH2:19][C@H:20]2[CH2:21][CH2:22][C@H:23]([NH:26][C:35](=[O:36])[C:34]3[CH:33]=[CH:32][C:31]([S:28]([CH3:27])(=[O:30])=[O:29])=[CH:39][CH:38]=3)[CH2:24][CH2:25]2)=[CH:4]1. Given the reactants Cl.Cl.[O:3]1[C:8]2=[CH:9][CH:10]=[CH:11][C:7]2=[CH:6][C:5]([CH:12]2[CH2:17][CH2:16][CH2:15][CH2:14][N:13]2[CH2:18][CH2:19][C@H:20]2[CH2:25][CH2:24][C@H:23]([NH2:26])[CH2:22][CH2:21]2)=[CH:4]1.[CH3:27][S:28]([C:31]1[CH:39]=[CH:38][C:34]([C:35](O)=[O:36])=[CH:33][CH:32]=1)(=[O:30])=[O:29], predict the reaction product. (4) Given the reactants [CH:1]1([N:4]2[C:9](=[O:10])[C:8]3[C:11]([NH:18][C:19]4[CH:24]=[CH:23][C:22]([I:25])=[CH:21][C:20]=4[F:26])=[C:12]([F:17])[C:13](=[O:16])[N:14]([CH3:15])[C:7]=3[C:6]([C:27]3[CH:32]=[CH:31][CH:30]=[C:29]([N+:33]([O-])=O)[CH:28]=3)=[N:5]2)[CH2:3][CH2:2]1.[CH3:36][S:37](Cl)(=[O:39])=[O:38], predict the reaction product. The product is: [CH:1]1([N:4]2[C:9](=[O:10])[C:8]3[C:11]([NH:18][C:19]4[CH:24]=[CH:23][C:22]([I:25])=[CH:21][C:20]=4[F:26])=[C:12]([F:17])[C:13](=[O:16])[N:14]([CH3:15])[C:7]=3[C:6]([C:27]3[CH:28]=[C:29]([NH:33][S:37]([CH3:36])(=[O:39])=[O:38])[CH:30]=[CH:31][CH:32]=3)=[N:5]2)[CH2:3][CH2:2]1. (5) Given the reactants [CH3:1][CH:2]1[C:10]2[C:5](=[CH:6][CH:7]=[CH:8][CH:9]=2)[NH:4][CH2:3]1.[CH:11]1([N:17]=[C:18]=[O:19])[CH2:16][CH2:15][CH2:14][CH2:13][CH2:12]1, predict the reaction product. The product is: [CH:11]1([NH:17][C:18]([N:4]2[C:5]3[C:10](=[CH:9][CH:8]=[CH:7][CH:6]=3)[CH:2]([CH3:1])[CH2:3]2)=[O:19])[CH2:16][CH2:15][CH2:14][CH2:13][CH2:12]1. (6) Given the reactants [CH3:1][O:2][C:3]1[CH:4]=[C:5]2[C:9](=[CH:10][CH:11]=1)[CH2:8][CH2:7][C:6]2([CH3:13])[CH3:12].C(O)(=[O:16])C, predict the reaction product. The product is: [CH3:1][O:2][C:3]1[CH:4]=[C:5]2[C:9](=[CH:10][CH:11]=1)[C:8](=[O:16])[CH2:7][C:6]2([CH3:13])[CH3:12]. (7) Given the reactants [Si]([O:8][CH:9]([C:14]1([CH2:18][CH2:19][CH2:20][CH3:21])[CH2:17][CH2:16][CH2:15]1)CCCO)(C(C)(C)C)(C)C.[Si](OC(C1(CCCC)CCC1)CCC=O)(C(C)(C)C)(C)C.C(Cl)(=O)C(Cl)=O.CS(C)=O.CCN(CC)CC.Cl, predict the reaction product. The product is: [CH2:18]([C:14]1([CH2:9][OH:8])[CH2:17][CH2:16][CH2:15]1)[CH2:19][CH2:20][CH3:21]. (8) Given the reactants [F:1][C:2]1[CH:3]=[C:4]([CH:19]=[CH:20][CH:21]=1)[O:5][CH2:6][C@H:7]1[CH2:11][CH2:10][CH2:9][N:8]1[C:12](OC(C)(C)C)=O.ClC1[N:44]=[CH:43][C:42]([Cl:45])=[CH:41][C:24]=1[C:25]([NH:27][C:28]1([C:31]2[CH:40]=[CH:39][C:34]([C:35]([O:37][CH3:38])=[O:36])=[CH:33][CH:32]=2)[CH2:30][CH2:29]1)=[O:26], predict the reaction product. The product is: [Cl:45][C:42]1[CH:43]=[N:44][C:12]([N:8]2[CH2:9][CH2:10][CH2:11][C@@H:7]2[CH2:6][O:5][C:4]2[CH:19]=[CH:20][CH:21]=[C:2]([F:1])[CH:3]=2)=[C:24]([CH:41]=1)[C:25]([NH:27][C:28]1([C:31]2[CH:32]=[CH:33][C:34]([C:35]([O:37][CH3:38])=[O:36])=[CH:39][CH:40]=2)[CH2:30][CH2:29]1)=[O:26]. (9) Given the reactants C([O:4][C@@H:5]1[C@H:14]([O:15]C(=O)C)[C@@H:13]([O:19]C(=O)C)[C@H:12]([CH3:23])[O:11][C@H:6]1[S:7][CH2:8][C:9]#[CH:10])(=O)C.CO.[Na], predict the reaction product. The product is: [S:7]([CH2:8][C:9]#[CH:10])[C@@H:6]1[O:11][C@@H:12]([CH3:23])[C@H:13]([OH:19])[C@@H:14]([OH:15])[C@H:5]1[OH:4]. (10) The product is: [NH2:28][C:25]1[CH:24]=[CH:23][C:22]([C:19]2[CH2:18][S:17][C:16]3=[N:15][N:14]=[C:13]([C:5]4[CH:6]=[C:7]([O:11][CH3:12])[C:8]([O:9][CH3:10])=[C:3]([O:2][CH3:1])[CH:4]=4)[N:21]3[N:20]=2)=[CH:27][CH:26]=1. Given the reactants [CH3:1][O:2][C:3]1[CH:4]=[C:5]([C:13]2[N:21]3[C:16]([S:17][CH2:18][C:19]([C:22]4[CH:27]=[CH:26][C:25]([N+:28]([O-])=O)=[CH:24][CH:23]=4)=[N:20]3)=[N:15][N:14]=2)[CH:6]=[C:7]([O:11][CH3:12])[C:8]=1[O:9][CH3:10].Cl.[H][H], predict the reaction product.